Dataset: Catalyst prediction with 721,799 reactions and 888 catalyst types from USPTO. Task: Predict which catalyst facilitates the given reaction. (1) Reactant: [Cl:1][C:2]1[CH:7]=[CH:6][CH:5]=[CH:4][C:3]=1[C:8]1[CH:18]=[C:11]2[N:12]=[C:13]([CH3:17])[NH:14][C:15](=[O:16])[N:10]2[N:9]=1.[I:19]N1C(=O)CCC1=O. Product: [Cl:1][C:2]1[CH:7]=[CH:6][CH:5]=[CH:4][C:3]=1[C:8]1[C:18]([I:19])=[C:11]2[N:12]=[C:13]([CH3:17])[NH:14][C:15](=[O:16])[N:10]2[N:9]=1. The catalyst class is: 2. (2) Reactant: [C:1]([O:5][C:6](=[O:29])[C:7]1[CH:12]=[CH:11][C:10]([CH2:13][N:14]2[C:23](=[O:24])[C:22]3[C:17](=[CH:18][C:19]([F:28])=[C:20]([N+:25]([O-])=O)[CH:21]=3)[N:16]=[CH:15]2)=[CH:9][CH:8]=1)([CH3:4])([CH3:3])[CH3:2]. Product: [C:1]([O:5][C:6](=[O:29])[C:7]1[CH:8]=[CH:9][C:10]([CH2:13][N:14]2[C:23](=[O:24])[C:22]3[C:17](=[CH:18][C:19]([F:28])=[C:20]([NH2:25])[CH:21]=3)[N:16]=[CH:15]2)=[CH:11][CH:12]=1)([CH3:4])([CH3:2])[CH3:3]. The catalyst class is: 446. (3) Reactant: [NH2:1][C:2]1[C:10]2[C:9]([C:11]3[CH:16]=[CH:15][C:14]([Cl:17])=[C:13]([Cl:18])[CH:12]=3)=[N:8][C:7](S(C)=O)=[N:6][C:5]=2[S:4][C:3]=1[C:22]([NH2:24])=[O:23].[NH2:25][C@H:26]([CH2:29][CH3:30])[CH2:27][OH:28]. Product: [CH2:29]([C@@H:26]([NH:25][C:7]1[N:8]=[C:9]([C:11]2[CH:16]=[CH:15][C:14]([Cl:17])=[C:13]([Cl:18])[CH:12]=2)[C:10]2[C:2]([NH2:1])=[C:3]([C:22]([NH2:24])=[O:23])[S:4][C:5]=2[N:6]=1)[CH2:27][OH:28])[CH3:30]. The catalyst class is: 16. (4) Reactant: [CH2:1]([O:8][C:9]([NH:11][CH2:12][C:13]([OH:15])=O)=[O:10])[C:2]1[CH:7]=[CH:6][CH:5]=[CH:4][CH:3]=1.CN(C(ON1N=NC2C=CC=NC1=2)=[N+](C)C)C.F[P-](F)(F)(F)(F)F.CC[N:42]([CH:46]([CH3:48])[CH3:47])[CH:43]([CH3:45])[CH3:44].Cl.C12NC(CC1)CC2. Product: [CH2:1]([O:8][C:9](=[O:10])[NH:11][CH2:12][C:13]([N:42]1[CH:43]2[CH2:44][CH2:47][CH:46]1[CH2:48][CH2:45]2)=[O:15])[C:2]1[CH:3]=[CH:4][CH:5]=[CH:6][CH:7]=1. The catalyst class is: 4. (5) Reactant: [OH:1][CH2:2][CH:3]1[CH2:6][CH:5]([C:7]([O:9][CH2:10][C:11]2[CH:16]=[CH:15][CH:14]=[CH:13][CH:12]=2)=[O:8])[CH2:4]1.C1C=C[NH+]=CC=1.[O-][Cr](Cl)(=O)=O. Product: [CH:2]([CH:3]1[CH2:6][CH:5]([C:7]([O:9][CH2:10][C:11]2[CH:12]=[CH:13][CH:14]=[CH:15][CH:16]=2)=[O:8])[CH2:4]1)=[O:1]. The catalyst class is: 2. (6) Reactant: Br[CH2:2][C:3]([NH:5][C:6]1[CH:11]=[CH:10][CH:9]=[C:8]([I:12])[CH:7]=1)=[O:4].[NH:13]1[CH:17]=[CH:16][N:15]=[C:14]1[CH:18]=[O:19].CCN(C(C)C)C(C)C. Product: [CH:18]([C:14]1[N:13]([CH2:2][C:3]([NH:5][C:6]2[CH:11]=[CH:10][CH:9]=[C:8]([I:12])[CH:7]=2)=[O:4])[CH:17]=[CH:16][N:15]=1)=[O:19]. The catalyst class is: 3.